This data is from Catalyst prediction with 721,799 reactions and 888 catalyst types from USPTO. The task is: Predict which catalyst facilitates the given reaction. (1) Reactant: [H-].[Na+].[N:3]1([CH2:8][CH2:9][CH2:10][O:11][C:12]2[CH:17]=[CH:16][C:15]([OH:18])=[CH:14][CH:13]=2)[CH:7]=[CH:6][N:5]=[N:4]1.Cl[CH2:20][C:21]1[N:22]=[C:23]([CH:26]=[CH:27][C:28]2[CH:33]=[CH:32][C:31]([S:34]([C:36]([F:39])([F:38])[F:37])=[O:35])=[CH:30][CH:29]=2)[O:24][CH:25]=1.O. Product: [F:39][C:36]([F:37])([F:38])[S:34]([C:31]1[CH:32]=[CH:33][C:28]([CH:27]=[CH:26][C:23]2[O:24][CH:25]=[C:21]([CH2:20][O:18][C:15]3[CH:14]=[CH:13][C:12]([O:11][CH2:10][CH2:9][CH2:8][N:3]4[CH:7]=[CH:6][N:5]=[N:4]4)=[CH:17][CH:16]=3)[N:22]=2)=[CH:29][CH:30]=1)=[O:35]. The catalyst class is: 3. (2) Reactant: [CH:1]([C:3]1[CH:15]=[CH:14][C:6]([O:7][CH2:8][C:9]([O:11][CH2:12][CH3:13])=[O:10])=[C:5]([CH3:16])[CH:4]=1)=O.[F:17][C:18]([F:33])([F:32])[C:19]1[CH:24]=[CH:23][C:22]([C:25]2[CH:30]=[CH:29][CH:28]=[C:27]([NH2:31])[CH:26]=2)=[CH:21][CH:20]=1.C(O[BH-](OC(=O)C)OC(=O)C)(=O)C.[Na+].C(O)(=O)C. Product: [CH3:16][C:5]1[CH:4]=[C:3]([CH2:1][NH:31][C:27]2[CH:26]=[C:25]([C:22]3[CH:23]=[CH:24][C:19]([C:18]([F:17])([F:32])[F:33])=[CH:20][CH:21]=3)[CH:30]=[CH:29][CH:28]=2)[CH:15]=[CH:14][C:6]=1[O:7][CH2:8][C:9]([O:11][CH2:12][CH3:13])=[O:10]. The catalyst class is: 2. (3) Reactant: [CH:1]1[CH:6]=[C:5]([C:7]([C:17]2[CH:22]=[C:21]([I:23])[C:20]([O-:24])=[C:19]([I:25])[CH:18]=2)=[C:8]2[CH:14]=[C:13]([I:15])[C:11](=[O:12])[C:10]([I:16])=[CH:9]2)[C:4]([C:26]([O-:28])=[O:27])=[CH:3][CH:2]=1.[Na+:29].[Na+].[CH2:31]([O:33][C:34]([N:36]1[CH2:41][CH2:40][N:39]([C:42](=[O:53])[C@H:43]([CH2:45][C:46]2[CH:51]=[CH:50][CH:49]=[C:48]([NH2:52])[CH:47]=2)[NH2:44])[CH2:38][CH2:37]1)=[O:35])[CH3:32].C([O-])(=O)C.[Na+].[N:59]#[C:60]Br. Product: [CH:1]1[CH:6]=[C:5]([C:7]([C:8]2[CH:9]=[C:10]([I:16])[C:11]([O-:12])=[C:13]([I:15])[CH:14]=2)=[C:17]2[CH:18]=[C:19]([I:25])[C:20](=[O:24])[C:21]([I:23])=[CH:22]2)[C:4]([C:26]([O-:28])=[O:27])=[CH:3][CH:2]=1.[Na+:29].[Na+:29].[CH2:31]([O:33][C:34]([N:36]1[CH2:37][CH2:38][N:39]([C:42](=[O:53])[C@H:43]([CH2:45][C:46]2[CH:51]=[CH:50][CH:49]=[C:48]([NH:52][C:60]#[N:59])[CH:47]=2)[NH2:44])[CH2:40][CH2:41]1)=[O:35])[CH3:32]. The catalyst class is: 8. (4) Reactant: C[O:2][C:3]1[C:4]([CH3:41])=[C:5]([C:32]([O:39]C)=[C:33]([O:37][CH3:38])[C:34]=1[O:35][CH3:36])[CH2:6][C:7]1[CH:25]=[CH:24][C:10]([C:11]([NH:13][C:14]2[CH:19]=[CH:18][C:17]([C:20]([F:23])([F:22])[F:21])=[CH:16][CH:15]=2)=[O:12])=[C:9]([C:26]2[CH:27]=[N:28][CH:29]=[CH:30][CH:31]=2)[CH:8]=1.O=[N+]([O-])[O-].[O-][N+](=O)[O-].[O-][N+](=O)[O-].[O-][N+](=O)[O-].[O-][N+](=O)[O-].[O-][N+](=O)[O-].[Ce+4].[NH4+].[NH4+]. Product: [CH3:36][O:35][C:34]1[C:3](=[O:2])[C:4]([CH3:41])=[C:5]([CH2:6][C:7]2[CH:25]=[CH:24][C:10]([C:11]([NH:13][C:14]3[CH:15]=[CH:16][C:17]([C:20]([F:22])([F:23])[F:21])=[CH:18][CH:19]=3)=[O:12])=[C:9]([C:26]3[CH:27]=[N:28][CH:29]=[CH:30][CH:31]=3)[CH:8]=2)[C:32](=[O:39])[C:33]=1[O:37][CH3:38]. The catalyst class is: 47. (5) Reactant: Br[CH2:2][C:3]1[C:8]([CH2:9][CH3:10])=[CH:7][CH:6]=[CH:5][C:4]=1[N:11]1[C:15](=[O:16])[N:14]([CH3:17])[N:13]=[N:12]1.[CH3:18][C:19]1[CH:24]=[C:23]([C:25]2[CH:29]=[C:28]([CH3:30])[N:27]([CH3:31])[N:26]=2)[CH:22]=[CH:21][C:20]=1[OH:32].C(=O)([O-])[O-].[K+].[K+]. Product: [CH2:9]([C:8]1[C:3]([CH2:2][O:32][C:20]2[CH:21]=[CH:22][C:23]([C:25]3[CH:29]=[C:28]([CH3:30])[N:27]([CH3:31])[N:26]=3)=[CH:24][C:19]=2[CH3:18])=[C:4]([N:11]2[C:15](=[O:16])[N:14]([CH3:17])[N:13]=[N:12]2)[CH:5]=[CH:6][CH:7]=1)[CH3:10]. The catalyst class is: 10. (6) Reactant: Cl.[CH3:2][O:3][C:4]1[CH:13]=[C:12]2[C:7]([CH:8]=[CH:9][CH:10]=[C:11]2[CH2:14][CH2:15][NH2:16])=[CH:6][CH:5]=1.[C:17]([O-])(=[O:19])[CH3:18].[Na+].C(OC(=O)C)(=O)C. Product: [CH3:18][C:17]([NH:16][CH2:15][CH2:14][C:11]1[C:12]2[CH:13]=[C:4]([O:3][CH3:2])[CH:5]=[CH:6][C:7]=2[CH:8]=[CH:9][CH:10]=1)=[O:19]. The catalyst class is: 5. (7) Reactant: C(OC(=O)[NH:7][CH2:8][CH2:9][CH2:10][N:11]1[CH2:16][CH2:15][CH:14]([N:17]2[CH:30]=[C:29]3[C:20]([NH:21][C:22]4[C:27]([O:28]3)=[CH:26][CH:25]=[C:24]([CH2:31][CH2:32][C:33]3[CH:38]=[CH:37][CH:36]=[C:35]([F:39])[CH:34]=3)[CH:23]=4)=[N:19][C:18]2=[O:40])[CH2:13][CH2:12]1)(C)(C)C.FC(F)(F)C(O)=O. Product: [NH2:7][CH2:8][CH2:9][CH2:10][N:11]1[CH2:16][CH2:15][CH:14]([N:17]2[CH:30]=[C:29]3[C:20]([NH:21][C:22]4[C:27]([O:28]3)=[CH:26][CH:25]=[C:24]([CH2:31][CH2:32][C:33]3[CH:38]=[CH:37][CH:36]=[C:35]([F:39])[CH:34]=3)[CH:23]=4)=[N:19][C:18]2=[O:40])[CH2:13][CH2:12]1. The catalyst class is: 4.